This data is from NCI-60 drug combinations with 297,098 pairs across 59 cell lines. The task is: Regression. Given two drug SMILES strings and cell line genomic features, predict the synergy score measuring deviation from expected non-interaction effect. Drug 1: CNC(=O)C1=CC=CC=C1SC2=CC3=C(C=C2)C(=NN3)C=CC4=CC=CC=N4. Drug 2: C(CN)CNCCSP(=O)(O)O. Cell line: PC-3. Synergy scores: CSS=-0.266, Synergy_ZIP=1.84, Synergy_Bliss=1.56, Synergy_Loewe=-0.473, Synergy_HSA=-0.786.